This data is from Catalyst prediction with 721,799 reactions and 888 catalyst types from USPTO. The task is: Predict which catalyst facilitates the given reaction. (1) Reactant: [CH3:1][NH:2][C:3](=[O:18])[C:4]1[CH:9]=[C:8]([Br:10])[C:7]([CH2:11][N:12]=[N+]=[N-])=[CH:6][C:5]=1[O:15][CH2:16][CH3:17].C1(P(C2C=CC=CC=2)C2C=CC=CC=2)C=CC=CC=1. Product: [CH3:1][NH:2][C:3](=[O:18])[C:4]1[CH:9]=[C:8]([Br:10])[C:7]([CH2:11][NH2:12])=[CH:6][C:5]=1[O:15][CH2:16][CH3:17]. The catalyst class is: 30. (2) Reactant: [N:1]1([C:7]2[N:12]3[N:13]=[C:14]([C:16]4[CH:21]=[CH:20][N:19]=[CH:18][CH:17]=4)[CH:15]=[C:11]3[N:10]=[C:9]([NH:22][NH2:23])[CH:8]=2)[CH2:6][CH2:5][O:4][CH2:3][CH2:2]1.[C:24]([C:27]1[CH:28]=[C:29]([CH:32]=[CH:33][CH:34]=1)[CH:30]=O)(=[O:26])[CH3:25]. Product: [C:24]([C:27]1[CH:28]=[C:29]([CH:32]=[CH:33][CH:34]=1)[CH:30]=[N:23][NH:22][C:9]1[CH:8]=[C:7]([N:1]2[CH2:6][CH2:5][O:4][CH2:3][CH2:2]2)[N:12]2[N:13]=[C:14]([C:16]3[CH:17]=[CH:18][N:19]=[CH:20][CH:21]=3)[CH:15]=[C:11]2[N:10]=1)(=[O:26])[CH3:25]. The catalyst class is: 8. (3) Reactant: [C:1]([C:3]1[CH:8]=[CH:7][C:6]([NH:9][C:10]([CH:12]2[NH:16][CH:15]([CH2:17][C:18]([CH3:21])([CH3:20])[CH3:19])[C:14]3([C:29]4[C:24](=[CH:25][C:26]([Cl:30])=[CH:27][CH:28]=4)[NH:23][C:22]3=[O:31])[CH:13]2[C:32]2[CH:37]=[C:36]([F:38])[CH:35]=[C:34]([Cl:39])[CH:33]=2)=[O:11])=[C:5]([O:40][CH3:41])[CH:4]=1)#[N:2].[OH:42]O.[OH-].[Na+]. Product: [C:1]([C:3]1[CH:8]=[CH:7][C:6]([NH:9][C:10]([CH:12]2[NH:16][CH:15]([CH2:17][C:18]([CH3:21])([CH3:20])[CH3:19])[C:14]3([C:29]4[C:24](=[CH:25][C:26]([Cl:30])=[CH:27][CH:28]=4)[NH:23][C:22]3=[O:31])[CH:13]2[C:32]2[CH:37]=[C:36]([F:38])[CH:35]=[C:34]([Cl:39])[CH:33]=2)=[O:11])=[C:5]([O:40][CH3:41])[CH:4]=1)(=[O:42])[NH2:2]. The catalyst class is: 16. (4) Reactant: Br[C:2]1[N:7]=[CH:6][C:5]([NH:8][C:9]2[CH:10]=[N:11][C:12]([O:16][CH3:17])=[C:13]([F:15])[CH:14]=2)=[CH:4][CH:3]=1.[CH3:18][O:19][C:20](=[O:43])[CH2:21][CH:22]1[CH2:27][CH2:26][CH:25]([C:28]2[CH:33]=[CH:32][C:31](B3OC(C)(C)C(C)(C)O3)=[CH:30][CH:29]=2)[CH2:24][CH2:23]1.C(=O)([O-])[O-].[Na+].[Na+]. Product: [CH3:18][O:19][C:20](=[O:43])[CH2:21][CH:22]1[CH2:23][CH2:24][CH:25]([C:28]2[CH:29]=[CH:30][C:31]([C:2]3[CH:3]=[CH:4][C:5]([NH:8][C:9]4[CH:10]=[N:11][C:12]([O:16][CH3:17])=[C:13]([F:15])[CH:14]=4)=[CH:6][N:7]=3)=[CH:32][CH:33]=2)[CH2:26][CH2:27]1. The catalyst class is: 276. (5) Reactant: [NH2:1][C:2]1[N:7]=[CH:6][C:5]([CH2:8][CH2:9][C:10]2[CH:11]=[C:12]([CH:17]=[C:18]([O:21][CH3:22])[C:19]=2[F:20])[C:13]([O:15][CH3:16])=[O:14])=[CH:4][N:3]=1.Br[C:24]1[N:29]=[CH:28][C:27]([CH2:30][N:31]2[CH2:36][CH2:35][O:34][CH2:33][CH2:32]2)=[CH:26][CH:25]=1.C([O-])([O-])=O.[Cs+].[Cs+].CC1(C)C2C(=C(P(C3C=CC=CC=3)C3C=CC=CC=3)C=CC=2)OC2C(P(C3C=CC=CC=3)C3C=CC=CC=3)=CC=CC1=2. Product: [F:20][C:19]1[C:10]([CH2:9][CH2:8][C:5]2[CH:6]=[N:7][C:2]([NH:1][C:24]3[CH:25]=[CH:26][C:27]([CH2:30][N:31]4[CH2:36][CH2:35][O:34][CH2:33][CH2:32]4)=[CH:28][N:29]=3)=[N:3][CH:4]=2)=[CH:11][C:12]([C:13]([O:15][CH3:16])=[O:14])=[CH:17][C:18]=1[O:21][CH3:22]. The catalyst class is: 12.